This data is from Reaction yield outcomes from USPTO patents with 853,638 reactions. The task is: Predict the reaction yield, written as a fraction of the theoretical maximum amount of product (1.0 means a 100% yield; for example, 0.34 means a 34% yield). (1) The reactants are C([O:3][C:4]([C:6]1[CH:7]=[N:8][N:9]([CH2:29][C:30]2[CH:35]=[CH:34][CH:33]=[CH:32][CH:31]=2)[C:10]=1[C:11](=[O:28])[NH:12][C:13]1[CH:18]=[CH:17][N:16]2[N:19]=[C:20]([C:22]3[CH:27]=[CH:26][CH:25]=[CH:24][CH:23]=3)[N:21]=[C:15]2[CH:14]=1)=[O:5])C.O.[OH-].[Li+].Cl. The catalyst is C1COCC1. The product is [CH2:29]([N:9]1[C:10]([C:11](=[O:28])[NH:12][C:13]2[CH:18]=[CH:17][N:16]3[N:19]=[C:20]([C:22]4[CH:23]=[CH:24][CH:25]=[CH:26][CH:27]=4)[N:21]=[C:15]3[CH:14]=2)=[C:6]([C:4]([OH:5])=[O:3])[CH:7]=[N:8]1)[C:30]1[CH:31]=[CH:32][CH:33]=[CH:34][CH:35]=1. The yield is 0.530. (2) The reactants are [CH3:1][C:2]1[N:7]([C:8]2[CH:13]=[CH:12][CH:11]=[C:10]([C:14]([F:17])([F:16])[F:15])[CH:9]=2)[C:6](=[O:18])[C:5]([C:19]([NH:21][CH2:22][C:23]2[CH:28]=[CH:27][C:26]([S:29]([CH3:32])(=[O:31])=[O:30])=[CH:25][CH:24]=2)=[O:20])=[CH:4][C:3]=1[N+:33]([O-])=O.[C:36](OC(=O)C)(=[O:38])[CH3:37].C(=O)([O-])O.[Na+].[OH-].[Na+]. The catalyst is C(O)(=O)C.[Fe].CN(C=O)C. The product is [C:36]([NH:33][C:3]1[CH:4]=[C:5]([C:19]([NH:21][CH2:22][C:23]2[CH:24]=[CH:25][C:26]([S:29]([CH3:32])(=[O:30])=[O:31])=[CH:27][CH:28]=2)=[O:20])[C:6](=[O:18])[N:7]([C:8]2[CH:13]=[CH:12][CH:11]=[C:10]([C:14]([F:15])([F:17])[F:16])[CH:9]=2)[C:2]=1[CH3:1])(=[O:38])[CH3:37]. The yield is 0.220. (3) The reactants are [Cl:1][C:2]1[CH:10]=[CH:9][C:5]([C:6]([NH2:8])=[O:7])=[C:4]([O:11]C)[CH:3]=1.B(Br)(Br)Br. The catalyst is ClCCl. The product is [Cl:1][C:2]1[CH:10]=[CH:9][C:5]([C:6]([NH2:8])=[O:7])=[C:4]([OH:11])[CH:3]=1. The yield is 0.890. (4) The reactants are [Br:1][C:2]1[CH:6]=[C:5](I)[S:4][C:3]=1[C:8]1[N:12]=[CH:11][N:10]([CH2:13][O:14][CH2:15][CH2:16][Si:17]([CH3:20])([CH3:19])[CH3:18])[N:9]=1.[N:21]1[CH:26]=[CH:25][C:24](B(O)O)=[CH:23][CH:22]=1.C(=O)([O-])[O-].[Cs+].[Cs+].O1CCOCC1. The catalyst is C1C=CC(P(C2C=CC=CC=2)[C-]2C=CC=C2)=CC=1.C1C=CC(P(C2C=CC=CC=2)[C-]2C=CC=C2)=CC=1.Cl[Pd]Cl.[Fe+2].CCOC(C)=O.O. The product is [Br:1][C:2]1[CH:6]=[C:5]([C:24]2[CH:25]=[CH:26][N:21]=[CH:22][CH:23]=2)[S:4][C:3]=1[C:8]1[N:12]=[CH:11][N:10]([CH2:13][O:14][CH2:15][CH2:16][Si:17]([CH3:20])([CH3:19])[CH3:18])[N:9]=1. The yield is 0.746.